This data is from Full USPTO retrosynthesis dataset with 1.9M reactions from patents (1976-2016). The task is: Predict the reactants needed to synthesize the given product. (1) Given the product [F:19][C:13]1([F:18])[CH:12]([C:20]2[CH:25]=[CH:24][CH:23]=[CH:22][CH:21]=2)[C:11]2[C:10]3[CH2:26][CH2:27][NH:6][CH2:7][CH2:8][C:9]=3[CH:17]=[CH:16][C:15]=2[CH2:14]1, predict the reactants needed to synthesize it. The reactants are: C(OC([N:6]1[CH2:27][CH2:26][C:10]2[C:11]3[CH:12]([C:20]4[CH:25]=[CH:24][CH:23]=[CH:22][CH:21]=4)[C:13]([F:19])([F:18])[CH2:14][C:15]=3[CH:16]=[CH:17][C:9]=2[CH2:8][CH2:7]1)=O)C.Br. (2) The reactants are: [NH2:1][CH2:2][CH2:3][CH2:4][CH2:5][N:6]1[C:18]2[C:17]3[CH:16]=[CH:15][CH:14]=[CH:13][C:12]=3[N:11]=[C:10]([NH2:19])[C:9]=2[N:8]=[CH:7]1.[C:20]([C:22]1[CH:30]=[CH:29][C:25]([C:26](Cl)=[O:27])=[CH:24][CH:23]=1)#[N:21]. Given the product [NH2:19][C:10]1[C:9]2[N:8]=[CH:7][N:6]([CH2:5][CH2:4][CH2:3][CH2:2][NH:1][C:26](=[O:27])[C:25]3[CH:29]=[CH:30][C:22]([C:20]#[N:21])=[CH:23][CH:24]=3)[C:18]=2[C:17]2[CH:16]=[CH:15][CH:14]=[CH:13][C:12]=2[N:11]=1, predict the reactants needed to synthesize it. (3) Given the product [OH:1][C@H:2]([C@H:4]([N:14]1[CH:18]=[C:17]([C:19]([NH2:21])=[O:20])[N:16]=[CH:15]1)[CH2:5][CH2:6][C:7]1[CH:12]=[CH:11][CH:10]=[CH:9][C:8]=1[O:13][CH2:26][C:27]([F:30])([F:29])[F:28])[CH3:3], predict the reactants needed to synthesize it. The reactants are: [OH:1][C@H:2]([C@H:4]([N:14]1[CH:18]=[C:17]([C:19]([NH2:21])=[O:20])[N:16]=[CH:15]1)[CH2:5][CH2:6][C:7]1[CH:12]=[CH:11][CH:10]=[CH:9][C:8]=1[OH:13])[CH3:3].S(C1C=CC(C)=CC=1)(O[CH2:26][C:27]([F:30])([F:29])[F:28])(=O)=O.C(=O)([O-])[O-].[K+].[K+]. (4) Given the product [ClH:21].[F:1][C:2]1[C:7]([C:8]([F:9])([F:10])[F:11])=[CH:6][CH:5]=[CH:4][C:3]=1[C:22]1[CH:23]=[C:24]([CH2:28][N:29]2[CH:33]=[CH:32][N:31]=[C:30]2[CH3:34])[N:25]=[N:26][CH:27]=1, predict the reactants needed to synthesize it. The reactants are: [F:1][C:2]1[C:7]([C:8]([F:11])([F:10])[F:9])=[CH:6][CH:5]=[CH:4][C:3]=1B1OC(C)(C)C(C)(C)O1.[Cl:21][C:22]1[CH:23]=[C:24]([CH2:28][N:29]2[CH:33]=[CH:32][N:31]=[C:30]2[CH3:34])[N:25]=[N:26][CH:27]=1. (5) Given the product [CH2:17]([O:16][C:14](=[O:15])[CH2:13][CH:4]1[O:3][B:2]([OH:1])[C:6]2[CH:7]=[C:8]([O:12][C:20]3[C:21]([C:26]#[N:27])=[N:22][CH:23]=[CH:24][N:25]=3)[CH:9]=[C:10]([CH3:11])[C:5]1=2)[CH3:18], predict the reactants needed to synthesize it. The reactants are: [OH:1][B:2]1[C:6]2[CH:7]=[C:8]([OH:12])[CH:9]=[C:10]([CH3:11])[C:5]=2[CH:4]([CH2:13][C:14]([O:16][CH2:17][CH3:18])=[O:15])[O:3]1.Cl[C:20]1[C:21]([C:26]#[N:27])=[N:22][CH:23]=[CH:24][N:25]=1.C(=O)([O-])[O-].[Cs+].[Cs+].Cl. (6) Given the product [NH2:9][C:6]1[C:5]([CH2:10][NH:17][C@H:16]([CH3:18])[C:15]([O:14][CH3:13])=[O:19])=[CH:4][C:3]([Br:2])=[CH:8][N:7]=1, predict the reactants needed to synthesize it. The reactants are: Br.[Br:2][C:3]1[CH:4]=[C:5]([CH2:10]Br)[C:6]([NH2:9])=[N:7][CH:8]=1.Cl.[CH3:13][O:14][C:15](=[O:19])[C@@H:16]([CH3:18])[NH2:17].C(N(CC)CC)C. (7) Given the product [OH:30][CH2:29][CH:28]([NH:27][C:23](=[O:25])[CH2:22][C:19]1[CH:20]=[CH:21][C:16]([C:13]2[N:12]=[C:11]([C:9]3[CH:8]=[C:7]([CH3:26])[N:6]=[C:5]([CH2:1][CH:2]([CH3:3])[CH3:4])[CH:10]=3)[O:15][N:14]=2)=[CH:17][CH:18]=1)[CH2:31][OH:32], predict the reactants needed to synthesize it. The reactants are: [CH2:1]([C:5]1[CH:10]=[C:9]([C:11]2[O:15][N:14]=[C:13]([C:16]3[CH:21]=[CH:20][C:19]([CH2:22][C:23]([OH:25])=O)=[CH:18][CH:17]=3)[N:12]=2)[CH:8]=[C:7]([CH3:26])[N:6]=1)[CH:2]([CH3:4])[CH3:3].[NH2:27][CH:28]([CH2:31][OH:32])[CH2:29][OH:30].